From a dataset of Reaction yield outcomes from USPTO patents with 853,638 reactions. Predict the reaction yield, written as a fraction of the theoretical maximum amount of product (1.0 means a 100% yield; for example, 0.34 means a 34% yield). The reactants are [O:1]([C:8]1[CH:13]=[CH:12][C:11]([NH:14][C:15]2[N:20]=[CH:19][N:18]=[C:17]([NH:21][CH:22]3[CH2:27][CH2:26][CH2:25][N:24](C(OC(C)(C)C)=O)[CH2:23]3)[CH:16]=2)=[CH:10][CH:9]=1)[C:2]1[CH:7]=[CH:6][CH:5]=[CH:4][CH:3]=1.C(O)(C(F)(F)F)=O. The catalyst is C(Cl)Cl. The product is [O:1]([C:8]1[CH:9]=[CH:10][C:11]([NH:14][C:15]2[CH:16]=[C:17]([NH:21][CH:22]3[CH2:27][CH2:26][CH2:25][NH:24][CH2:23]3)[N:18]=[CH:19][N:20]=2)=[CH:12][CH:13]=1)[C:2]1[CH:7]=[CH:6][CH:5]=[CH:4][CH:3]=1. The yield is 0.810.